From a dataset of Full USPTO retrosynthesis dataset with 1.9M reactions from patents (1976-2016). Predict the reactants needed to synthesize the given product. The reactants are: [C:1]1([S:7]([CH2:10][C:11]2[C:16]([C:17]([O:19][CH2:20][CH3:21])=[O:18])=[C:15]([OH:22])[C:14](Br)=[CH:13][CH:12]=2)(=[O:9])=[O:8])[CH:6]=[CH:5][CH:4]=[CH:3][CH:2]=1.[O:24]1[CH:28]=[CH:27][C:26](B(O)O)=[CH:25]1.O.[F-].[K+].[Br-].[Na+]. Given the product [C:1]1([S:7]([CH2:10][C:11]2[C:16]([C:17]([O:19][CH2:20][CH3:21])=[O:18])=[C:15]([OH:22])[C:14]([C:26]3[CH:27]=[CH:28][O:24][CH:25]=3)=[CH:13][CH:12]=2)(=[O:9])=[O:8])[CH:6]=[CH:5][CH:4]=[CH:3][CH:2]=1, predict the reactants needed to synthesize it.